From a dataset of Caco-2 cell permeability data measuring drug intestinal absorption for ~900 compounds. Regression/Classification. Given a drug SMILES string, predict its absorption, distribution, metabolism, or excretion properties. Task type varies by dataset: regression for continuous measurements (e.g., permeability, clearance, half-life) or binary classification for categorical outcomes (e.g., BBB penetration, CYP inhibition). For this dataset (caco2_wang), we predict Y. (1) The drug is C/C=C\C#CC/C=C\CCCCCC(C)=O. The Y is -5.00 log Papp (cm/s). (2) The compound is O=C(c1ccc(OCCN2CCCCC2)cc1)c1c(-c2ccc(O)cc2)sc2cc(O)ccc12. The Y is -5.72 log Papp (cm/s). (3) The compound is CN1CCC(c2c[nH]c3ccc(NC(=O)c4ccc(F)cc4)cc23)CC1. The Y is -5.32 log Papp (cm/s). (4) The molecule is N#Cc1cccc(Cc2ncccn2)c1. The Y is -4.18 log Papp (cm/s). (5) The compound is ON1C=CC=C(c2cc3nccc(-c4ccc(OC(F)F)c(OCC5CC5)c4)n3n2)C1. The Y is -4.71 log Papp (cm/s). (6) The compound is C[C@@H]1NC(=O)[C@H](C)NC(=O)[C@@H](C)NC(=O)[C@H](C)N(C)C(=O)[C@@H](C)N(C)C(=O)[C@@H](C)NC1=O. The Y is -5.82 log Papp (cm/s).